Task: Regression. Given a peptide amino acid sequence and an MHC pseudo amino acid sequence, predict their binding affinity value. This is MHC class I binding data.. Dataset: Peptide-MHC class I binding affinity with 185,985 pairs from IEDB/IMGT (1) The peptide sequence is PLPIHTAEL. The MHC is Patr-A0701 with pseudo-sequence Patr-A0701. The binding affinity (normalized) is 0.0370. (2) The peptide sequence is KTDVIDLLY. The MHC is HLA-B15:01 with pseudo-sequence HLA-B15:01. The binding affinity (normalized) is 0.136. (3) The peptide sequence is EMRFAYICT. The MHC is HLA-B58:01 with pseudo-sequence HLA-B58:01. The binding affinity (normalized) is 0.0847.